This data is from Peptide-MHC class I binding affinity with 185,985 pairs from IEDB/IMGT. The task is: Regression. Given a peptide amino acid sequence and an MHC pseudo amino acid sequence, predict their binding affinity value. This is MHC class I binding data. (1) The peptide sequence is VLPPLSADL. The MHC is HLA-B08:01 with pseudo-sequence HLA-B08:01. The binding affinity (normalized) is 0.0847. (2) The peptide sequence is AETAGARLV. The MHC is Patr-B2401 with pseudo-sequence Patr-B2401. The binding affinity (normalized) is 0.312. (3) The MHC is HLA-A31:01 with pseudo-sequence HLA-A31:01. The peptide sequence is KIPIYSHTER. The binding affinity (normalized) is 0.699. (4) The peptide sequence is KEHVIQNAF. The MHC is HLA-B44:03 with pseudo-sequence HLA-B44:03. The binding affinity (normalized) is 0.569. (5) The peptide sequence is GQTVEMSPF. The MHC is HLA-B18:01 with pseudo-sequence HLA-B18:01. The binding affinity (normalized) is 0.213.